Dataset: Acute oral toxicity (LD50) regression data from Zhu et al.. Task: Regression/Classification. Given a drug SMILES string, predict its toxicity properties. Task type varies by dataset: regression for continuous values (e.g., LD50, hERG inhibition percentage) or binary classification for toxic/non-toxic outcomes (e.g., AMES mutagenicity, cardiotoxicity, hepatotoxicity). Dataset: ld50_zhu. (1) The drug is CC(=O)OC(OC(C)=O)C(Cl)CCl. The rat oral LD50 is 2.85, given as -log10 of the dose in mol/kg body weight (higher means more acutely toxic). (2) The drug is CCOC(C1=NCC(C)(C)CN1)c1ccccc1. The rat oral LD50 is 2.45, given as -log10 of the dose in mol/kg body weight (higher means more acutely toxic). (3) The molecule is CN(C)C(=O)C(CC[N+]1([O-])CCC(O)(c2ccc(Cl)cc2)CC1)(c1ccccc1)c1ccccc1. The rat oral LD50 is 3.46, given as -log10 of the dose in mol/kg body weight (higher means more acutely toxic). (4) The rat oral LD50 is 3.01, given as -log10 of the dose in mol/kg body weight (higher means more acutely toxic). The drug is Cc1ccc(CNC2=NCCS2)cc1. (5) The compound is FC(F)(F)C(Cl)Br. The rat oral LD50 is 1.54, given as -log10 of the dose in mol/kg body weight (higher means more acutely toxic). (6) The compound is Cc1ccc(NC(=O)N(C)C)cc1Cl. The rat oral LD50 is 1.56, given as -log10 of the dose in mol/kg body weight (higher means more acutely toxic). (7) The compound is C=CCN1CCC23CCCCC2C1Cc1ccc(O)cc13. The rat oral LD50 is 2.48, given as -log10 of the dose in mol/kg body weight (higher means more acutely toxic). (8) The compound is O=P(O)(O)OP(=O)(O)OCC1OC(n2cnc3c(O)ncnc32)C(O)C1O. The rat oral LD50 is 2.05, given as -log10 of the dose in mol/kg body weight (higher means more acutely toxic). (9) The compound is CSC. The rat oral LD50 is 1.27, given as -log10 of the dose in mol/kg body weight (higher means more acutely toxic).